Dataset: Catalyst prediction with 721,799 reactions and 888 catalyst types from USPTO. Task: Predict which catalyst facilitates the given reaction. (1) Reactant: [CH:1]1([OH:7])[CH2:6][CH2:5][CH2:4][CH2:3][CH2:2]1.[Na].[Cl:9][C:10]1[N:18]=[C:17]2[C:13]([NH:14][CH:15]=[N:16]2)=[C:12](Cl)[N:11]=1. Product: [Cl:9][C:10]1[N:18]=[C:17]2[C:13]([N:14]=[CH:15][NH:16]2)=[C:12]([O:7][CH:1]2[CH2:6][CH2:5][CH2:4][CH2:3][CH2:2]2)[N:11]=1. The catalyst class is: 15. (2) Reactant: [CH3:1][C:2]1[CH2:7][CH2:6][CH2:5][C:4]([CH3:9])([CH3:8])[C:3]=1[CH:10]=O.[NH2:12][C:13]1[CH:14]=[C:15]([CH:19]=[CH:20][CH:21]=1)[C:16]([NH2:18])=[O:17].C(O)(=O)C.C([BH3-])#N.[Na+]. Product: [CH3:1][C:2]1[CH2:7][CH2:6][CH2:5][C:4]([CH3:8])([CH3:9])[C:3]=1[CH2:10][NH:12][C:13]1[CH:14]=[C:15]([CH:19]=[CH:20][CH:21]=1)[C:16]([NH2:18])=[O:17]. The catalyst class is: 5. (3) Reactant: [Cl:1][C:2]1[CH:7]=[C:6](Cl)[N:5]=[CH:4][N:3]=1.[CH3:9][O:10][C:11]1[CH:16]=[CH:15][CH:14]=[CH:13][C:12]=1B(O)O.C(COC)OC.C([O-])(O)=O.[Na+]. Product: [Cl:1][C:2]1[CH:7]=[C:6]([C:12]2[CH:13]=[CH:14][CH:15]=[CH:16][C:11]=2[O:10][CH3:9])[N:5]=[CH:4][N:3]=1. The catalyst class is: 189. (4) Product: [Cl:36][C:20]1[CH:21]=[C:22]([C:25]([NH:27][CH2:28][C:29]2[CH:34]=[CH:33][CH:32]=[C:31]([OH:35])[CH:30]=2)=[O:26])[CH:23]=[CH:24][C:19]=1[C:18]([NH:17]/[C:6](=[CH:7]\[C:8]1[S:12][C:11]([CH:13]([CH3:14])[CH3:15])=[N:10][C:9]=1[CH3:16])/[C:5]([OH:38])=[O:4])=[O:37]. The catalyst class is: 111. Reactant: [OH-].[Na+].C[O:4][C:5](=[O:38])/[C:6](/[NH:17][C:18](=[O:37])[C:19]1[CH:24]=[CH:23][C:22]([C:25]([NH:27][CH2:28][C:29]2[CH:34]=[CH:33][CH:32]=[C:31]([OH:35])[CH:30]=2)=[O:26])=[CH:21][C:20]=1[Cl:36])=[CH:7]/[C:8]1[S:12][C:11]([CH:13]([CH3:15])[CH3:14])=[N:10][C:9]=1[CH3:16]. (5) Reactant: [Cl-].[Cl-].[Cl-].[Al+3].[C:5]1([CH:13]=[CH:12][CH:11]=[C:9]([OH:10])[C:7]=1O)[OH:6].[CH2:14]([O:21][CH2:22][C:23](Cl)=[O:24])[C:15]1[CH:20]=[CH:19][CH:18]=[CH:17][CH:16]=1.Cl.CC[O:29]CC. Product: [CH2:14]([O:21][CH2:22][C:23]([C:13]1[C:12]([OH:29])=[CH:11][C:9]([OH:10])=[CH:7][C:5]=1[OH:6])=[O:24])[C:15]1[CH:20]=[CH:19][CH:18]=[CH:17][CH:16]=1. The catalyst class is: 4. (6) Reactant: Cl[C:2]1[C:3]2[C:4](=[N:8][N:9]([CH3:11])[CH:10]=2)[N:5]=[CH:6][CH:7]=1.[NH2:12][C:13]1[CH:18]=[C:17]([CH3:19])[CH:16]=[CH:15][C:14]=1[S:20][C:21]1[CH:26]=[CH:25][C:24]([NH:27][C:28](=[O:30])[CH3:29])=[CH:23][CH:22]=1.CC(C)([O-])C.[Na+]. Product: [CH3:19][C:17]1[CH:16]=[CH:15][C:14]([S:20][C:21]2[CH:22]=[CH:23][C:24]([NH:27][C:28](=[O:30])[CH3:29])=[CH:25][CH:26]=2)=[C:13]([NH:12][C:2]2[C:3]3[C:4](=[N:8][N:9]([CH3:11])[CH:10]=3)[N:5]=[CH:6][CH:7]=2)[CH:18]=1. The catalyst class is: 101. (7) Reactant: C[Al](C)C.[NH2:5][CH:6]1[CH2:10][O:9][CH2:8][CH2:7]1.C(O[C:14]([C:16]1[N:17]=[N:18][C:19]([O:22][CH2:23][C:24]2[C:25]([C:30]3[CH:35]=[CH:34][CH:33]=[C:32]([F:36])[CH:31]=3)=[N:26][O:27][C:28]=2[CH3:29])=[CH:20][CH:21]=1)=[O:15])C.[C:37](C(C(C([O-])=O)O)O)([O-])=O.[K+].[Na+]. Product: [O:9]1[CH2:8][CH2:7][CH:6]([NH:5][C:14]([C:16]2[N:17]=[N:18][C:19]([O:22][CH2:23][C:24]3[C:25]([C:30]4[CH:35]=[CH:34][CH:33]=[C:32]([F:36])[CH:31]=4)=[N:26][O:27][C:28]=3[CH3:29])=[CH:20][CH:21]=2)=[O:15])[CH2:10][CH2:37]1. The catalyst class is: 12. (8) Reactant: [F:1][C:2]1[C:7]([O:8][CH3:9])=[CH:6][C:5]([O:10][CH3:11])=[C:4]([F:12])[C:3]=1[N:13]1[CH2:18][C:17]2[CH:19]=[N:20][C:21]3[N:25]([S:26]([C:29]4[CH:34]=[CH:33][CH:32]=[CH:31][CH:30]=4)(=[O:28])=[O:27])[CH:24]=[CH:23][C:22]=3[C:16]=2[N:15]([CH2:35][CH:36]=[O:37])[C:14]1=[O:38].[BH4-].[Na+]. Product: [F:12][C:4]1[C:5]([O:10][CH3:11])=[CH:6][C:7]([O:8][CH3:9])=[C:2]([F:1])[C:3]=1[N:13]1[CH2:18][C:17]2[CH:19]=[N:20][C:21]3[N:25]([S:26]([C:29]4[CH:34]=[CH:33][CH:32]=[CH:31][CH:30]=4)(=[O:27])=[O:28])[CH:24]=[CH:23][C:22]=3[C:16]=2[N:15]([CH2:35][CH2:36][OH:37])[C:14]1=[O:38]. The catalyst class is: 100. (9) Reactant: [Cl:1][C:2]1[CH:34]=[CH:33][C:5]([CH2:6][NH:7][C:8]([C:10]2[C:11](=[O:32])[C:12]3[C:13]4[N:14]([CH:31]=2)[CH2:15][C:16](=[O:30])[N:17]([CH3:29])[C:18]=4[CH:19]=[C:20]([CH2:22]N2CCOCC2)[CH:21]=3)=[O:9])=[CH:4][CH:3]=1.C(Cl)(Cl)[Cl:36].ClC(OCC)=O. Product: [Cl:1][C:2]1[CH:3]=[CH:4][C:5]([CH2:6][NH:7][C:8]([C:10]2[C:11](=[O:32])[C:12]3[C:13]4[N:14]([CH:31]=2)[CH2:15][C:16](=[O:30])[N:17]([CH3:29])[C:18]=4[CH:19]=[C:20]([CH2:22][Cl:36])[CH:21]=3)=[O:9])=[CH:33][CH:34]=1. The catalyst class is: 27. (10) Reactant: [CH:1]([C:5]1[Se:6][C:7]([C:10]2[CH:15]=[CH:14][C:13]([C:16]3[CH:21]=[CH:20][C:19]([CH2:22][CH3:23])=[CH:18][CH:17]=3)=[C:12]([F:24])[C:11]=2[F:25])=[CH:8][CH:9]=1)=[CH:2][CH2:3][CH3:4]. Product: [CH2:1]([C:5]1[Se:6][C:7]([C:10]2[CH:15]=[CH:14][C:13]([C:16]3[CH:21]=[CH:20][C:19]([CH2:22][CH3:23])=[CH:18][CH:17]=3)=[C:12]([F:24])[C:11]=2[F:25])=[CH:8][CH:9]=1)[CH2:2][CH2:3][CH3:4]. The catalyst class is: 78.